Task: Predict which catalyst facilitates the given reaction.. Dataset: Catalyst prediction with 721,799 reactions and 888 catalyst types from USPTO (1) Reactant: C([O-])(=O)C.[Na+].[CH3:6][C:7]([CH3:12])([CH3:11])[CH2:8][CH:9]=O.C([BH3-])#N.[Na+].Cl.[CH3:18][O:19][C:20]([C@@H:22]1[CH2:28][CH2:27][CH2:26][CH2:25][CH2:24][C@@H:23]1[NH2:29])=[O:21]. The catalyst class is: 5. Product: [CH3:18][O:19][C:20]([C@@H:22]1[CH2:28][CH2:27][CH2:26][CH2:25][CH2:24][C@@H:23]1[NH:29][CH2:9][CH2:8][C:7]([CH3:12])([CH3:11])[CH3:6])=[O:21]. (2) Reactant: [O:1]([CH2:8][C@@H:9]([O:24][Si:25]([CH2:30][CH3:31])([CH2:28][CH3:29])[CH2:26][CH3:27])[CH2:10][NH:11][CH:12]1[CH2:18][C:17]2[CH:19]=[C:20]([OH:23])[CH:21]=[CH:22][C:16]=2[CH2:15][CH2:14][CH2:13]1)[C:2]1[CH:7]=[CH:6][CH:5]=[CH:4][CH:3]=1.[C:32](O[C:32]([O:34][C:35]([CH3:38])([CH3:37])[CH3:36])=[O:33])([O:34][C:35]([CH3:38])([CH3:37])[CH3:36])=[O:33]. Product: [OH:23][C:20]1[CH:21]=[CH:22][C:16]2[CH2:15][CH2:14][CH2:13][CH:12]([N:11]([C:32]([O:34][C:35]([CH3:38])([CH3:37])[CH3:36])=[O:33])[CH2:10][C@H:9]([O:24][Si:25]([CH2:28][CH3:29])([CH2:30][CH3:31])[CH2:26][CH3:27])[CH2:8][O:1][C:2]3[CH:7]=[CH:6][CH:5]=[CH:4][CH:3]=3)[CH2:18][C:17]=2[CH:19]=1. The catalyst class is: 7. (3) Reactant: [N:1]1[N:2]([C:6]2[CH:32]=[CH:31][CH:30]=[CH:29][C:7]=2[C:8]([N:10]2[C@H:15]([CH3:16])[CH2:14][CH2:13][C@@H:12]([C:17]3[O:18][C:19]([C:26]([CH3:28])=[CH2:27])=[C:20]([C:22]([O:24][CH3:25])=[O:23])[N:21]=3)[CH2:11]2)=[O:9])[N:3]=[CH:4][CH:5]=1. Product: [N:1]1[N:2]([C:6]2[CH:32]=[CH:31][CH:30]=[CH:29][C:7]=2[C:8]([N:10]2[C@H:15]([CH3:16])[CH2:14][CH2:13][C@@H:12]([C:17]3[O:18][C:19]([CH:26]([CH3:27])[CH3:28])=[C:20]([C:22]([O:24][CH3:25])=[O:23])[N:21]=3)[CH2:11]2)=[O:9])[N:3]=[CH:4][CH:5]=1. The catalyst class is: 19. (4) Reactant: [C:1]([C:5]1[CH:6]=[C:7]([N:24]2[CH:29]=[CH:28][C:27](=[O:30])[NH:26][C:25]2=[O:31])[CH:8]=[C:9]([C:13]2[CH:22]=[CH:21][C:20]3[C:15](=[CH:16][CH:17]=[C:18]([OH:23])[CH:19]=3)[CH:14]=2)[C:10]=1[O:11][CH3:12])([CH3:4])([CH3:3])[CH3:2].C(=O)([O-])[O-].[K+].[K+].C(#N)C.[F:41][C:42]([F:57])([S:53](F)(=[O:55])=[O:54])[C:43]([F:52])([F:51])[C:44]([F:50])([F:49])[C:45]([F:48])([F:47])[F:46]. Product: [F:57][C:42]([F:41])([S:53]([O:23][C:18]1[CH:17]=[CH:16][C:15]2[C:20](=[CH:21][CH:22]=[C:13]([C:9]3[CH:8]=[C:7]([N:24]4[CH:29]=[CH:28][C:27](=[O:30])[NH:26][C:25]4=[O:31])[CH:6]=[C:5]([C:1]([CH3:4])([CH3:2])[CH3:3])[C:10]=3[O:11][CH3:12])[CH:14]=2)[CH:19]=1)(=[O:55])=[O:54])[C:43]([F:51])([F:52])[C:44]([F:50])([F:49])[C:45]([F:48])([F:47])[F:46]. The catalyst class is: 9. (5) Reactant: C(=O)([O-])[O-].[K+].[K+].[OH:7][C:8]1[CH:15]=[CH:14][C:11]([CH:12]=[O:13])=[CH:10][CH:9]=1.[CH2:16](Br)[C:17]1[CH:22]=[CH:21][CH:20]=[CH:19][CH:18]=1. Product: [CH2:16]([O:7][C:8]1[CH:15]=[CH:14][C:11]([CH:12]=[O:13])=[CH:10][CH:9]=1)[C:17]1[CH:22]=[CH:21][CH:20]=[CH:19][CH:18]=1. The catalyst class is: 3. (6) Reactant: [OH:1][CH2:2][C@@H:3]1[C@H:7]([OH:8])[C@H:6]([OH:9])[C@H:5]([N:10]2[CH:18]=[N:17][C:16]3[C:11]2=[N:12][CH:13]=[N:14][C:15]=3[NH:19][CH:20]2[CH2:24][CH2:23][O:22][CH2:21]2)[O:4]1.COC(OC)(C)C.C1(C)C=CC(S(O)(=O)=O)=CC=1. Product: [CH2-:2][C:3]([CH3:7])=[O:4].[OH:1][CH2:2][C@@H:3]1[C@H:7]([OH:8])[C@H:6]([OH:9])[C@H:5]([N:10]2[CH:18]=[N:17][C:16]3[C:11]2=[N:12][CH:13]=[N:14][C:15]=3[NH:19][CH:20]2[CH2:24][CH2:23][O:22][CH2:21]2)[O:4]1. The catalyst class is: 405. (7) Reactant: C[O:2][C:3]([C:5]1[CH:6]=[C:7]([C:18]2[CH:23]=[CH:22][C:21]([CH3:24])=[CH:20][CH:19]=2)[CH:8]=[C:9]([N:11]([C:13](=[O:17])[CH:14]([CH3:16])[CH3:15])[CH3:12])[CH:10]=1)=[O:4].[OH-].[Na+].Cl. Product: [C:13]([N:11]([CH3:12])[C:9]1[CH:10]=[C:5]([C:3]([OH:4])=[O:2])[CH:6]=[C:7]([C:18]2[CH:23]=[CH:22][C:21]([CH3:24])=[CH:20][CH:19]=2)[CH:8]=1)(=[O:17])[CH:14]([CH3:16])[CH3:15]. The catalyst class is: 5.